Dataset: Retrosynthesis with 50K atom-mapped reactions and 10 reaction types from USPTO. Task: Predict the reactants needed to synthesize the given product. (1) Given the product Cc1nnnn1-c1ccc(/C(=C\C2CCCC2)C(=O)O)cc1F, predict the reactants needed to synthesize it. The reactants are: COC(=O)/C(=C/C1CCCC1)c1ccc(-n2nnnc2C)c(F)c1. (2) Given the product CS(=O)(=O)c1cccc(C(=O)N2CCC(=O)CC2)c1, predict the reactants needed to synthesize it. The reactants are: CS(=O)(=O)c1cccc(C(=O)O)c1.O=C1CCNCC1. (3) Given the product Cc1ccc(NC(=O)[C@H](CC2CCC(=NO)CC2)c2ccc(S(C)(=O)=O)c(Cl)c2)nc1, predict the reactants needed to synthesize it. The reactants are: Cc1ccc(NC(=O)[C@H](CC2CCC(=O)CC2)c2ccc(S(C)(=O)=O)c(Cl)c2)nc1.NO. (4) Given the product CNC(=O)[C@H](Cc1ccccc1)NC(=O)OC(C)(C)C, predict the reactants needed to synthesize it. The reactants are: CC(C)(C)OC(=O)N[C@@H](Cc1ccccc1)C(=O)O.CN. (5) Given the product C=CC(=O)OC(COc1ccc2ccccc2c1)COc1ccc2ccccc2c1, predict the reactants needed to synthesize it. The reactants are: C=CC(=O)Cl.OC(COc1ccc2ccccc2c1)COc1ccc2ccccc2c1. (6) Given the product NC(=O)C(F)(F)CNC(=O)C(F)(F)Cc1c[nH]c([N+](=O)[O-])n1, predict the reactants needed to synthesize it. The reactants are: COC(=O)C(F)(F)Cc1c[nH]c([N+](=O)[O-])n1.NCC(F)(F)C(N)=O. (7) Given the product Cc1cccc(CCN2CCN(C(=O)c3ccc(NS(C)(=O)=O)cc3)CC2)n1, predict the reactants needed to synthesize it. The reactants are: CS(=O)(=O)Nc1ccc(C(=O)O)cc1.Cc1cccc(CCN2CCNCC2)n1. (8) Given the product O=Cc1ccc(OCc2ccc3ccccc3n2)cc1, predict the reactants needed to synthesize it. The reactants are: ClCc1ccc2ccccc2n1.O=Cc1ccc(O)cc1.